From a dataset of Full USPTO retrosynthesis dataset with 1.9M reactions from patents (1976-2016). Predict the reactants needed to synthesize the given product. (1) Given the product [CH:9]([NH:8][C:6](=[O:7])[C:5]1[CH:12]=[C:13]([O:16][C:17]2[CH:22]=[CH:21][CH:20]=[CH:19][CH:18]=2)[CH:14]=[CH:15][C:4]=1[NH:3][CH3:1])([CH3:11])[CH3:10], predict the reactants needed to synthesize it. The reactants are: [CH:1]([NH:3][C:4]1[CH:15]=[CH:14][C:13]([O:16][C:17]2[CH:22]=[CH:21][CH:20]=[CH:19][CH:18]=2)=[CH:12][C:5]=1[C:6]([NH:8][CH:9]([CH3:11])[CH3:10])=[O:7])=O.S(C)C. (2) Given the product [CH3:5][CH:4]1[N:6]2[C:10]3[N:11]=[C:12]([C:15]([OH:17])=[O:16])[CH:13]=[CH:14][C:9]=3[CH:8]=[C:7]2[C:20](=[O:22])[NH:1][CH2:2][CH2:3]1, predict the reactants needed to synthesize it. The reactants are: [NH2:1][CH2:2][CH2:3][CH:4]([N:6]1[C:10]2=[N:11][C:12]([C:15]([O:17]CC)=[O:16])=[CH:13][CH:14]=[C:9]2[CH:8]=[C:7]1[C:20]([O:22]CC)=O)[CH3:5].C(=O)([O-])[O-].[K+].[K+]. (3) Given the product [F:21][C:22]([F:26])([F:25])[CH2:23][NH:24][S:17]([C:15]1[CH:14]=[CH:13][C:11]2[N:12]=[C:8]([C:3]3[C:4]([CH3:7])=[N:5][NH:6][C:2]=3[NH2:1])[S:9][C:10]=2[CH:16]=1)(=[O:19])=[O:18], predict the reactants needed to synthesize it. The reactants are: [NH2:1][C:2]1[NH:6][N:5]=[C:4]([CH3:7])[C:3]=1[C:8]1[S:9][C:10]2[CH:16]=[C:15]([S:17](Cl)(=[O:19])=[O:18])[CH:14]=[CH:13][C:11]=2[N:12]=1.[F:21][C:22]([F:26])([F:25])[CH2:23][NH2:24].CN1CCOCC1. (4) The reactants are: C(N(CC)CC)C.[O:8]1[CH2:12][CH2:11][CH:10]([CH2:13][NH:14][C:15]([C:17]2[C:21](I)=[C:20]([CH2:23][O:24][CH2:25][C:26]3[CH:31]=[CH:30][CH:29]=[CH:28][C:27]=3[F:32])[O:19][N:18]=2)=[O:16])[CH2:9]1.[CH3:33][Si:34]([C:37]#[CH:38])([CH3:36])[CH3:35]. Given the product [O:8]1[CH2:12][CH2:11][CH:10]([CH2:13][NH:14][C:15]([C:17]2[C:21]([C:38]#[C:37][Si:34]([CH3:36])([CH3:35])[CH3:33])=[C:20]([CH2:23][O:24][CH2:25][C:26]3[CH:31]=[CH:30][CH:29]=[CH:28][C:27]=3[F:32])[O:19][N:18]=2)=[O:16])[CH2:9]1, predict the reactants needed to synthesize it. (5) Given the product [CH2:35]([O:34][C:32]([C:31]1[N:23]=[C:22]([C:17]23[CH2:20][CH2:21][C:14]([C:7]4[NH:6][C:5]5[C:4](=[O:25])[N:3]([CH2:26][CH2:27][CH3:28])[C:2](=[O:1])[N:10]([CH2:11][CH2:12][CH3:13])[C:9]=5[N:8]=4)([CH2:19][CH2:18]2)[CH2:15][CH2:16]3)[S:24][CH:30]=1)=[O:33])[CH3:36], predict the reactants needed to synthesize it. The reactants are: [O:1]=[C:2]1[N:10]([CH2:11][CH2:12][CH3:13])[C:9]2[N:8]=[C:7]([C:14]34[CH2:21][CH2:20][C:17]([C:22](=[S:24])[NH2:23])([CH2:18][CH2:19]3)[CH2:16][CH2:15]4)[NH:6][C:5]=2[C:4](=[O:25])[N:3]1[CH2:26][CH2:27][CH3:28].Br[CH2:30][C:31](=O)[C:32]([O:34][CH2:35][CH3:36])=[O:33].N1C=CC=CC=1.O. (6) Given the product [CH3:52][O:51][C:45]1[CH:46]=[CH:47][CH:48]=[C:49]([CH3:50])[C:44]=1[O:43][CH2:42][CH2:41][CH2:40][O:1][C:2]1[CH:7]=[CH:6][C:5]([CH:8]2[CH2:13][CH2:12][N:11]([C:14]([O:16][C:17]([CH3:19])([CH3:20])[CH3:18])=[O:15])[CH2:10][CH:9]2[O:21][CH2:22][C:23]2[CH:32]=[C:31]3[C:26]([CH2:27][CH2:28][C:29](=[O:38])[N:30]3[CH2:33][CH2:34][CH2:35][O:36][CH3:37])=[CH:25][CH:24]=2)=[CH:4][CH:3]=1, predict the reactants needed to synthesize it. The reactants are: [OH:1][C:2]1[CH:7]=[CH:6][C:5]([CH:8]2[CH2:13][CH2:12][N:11]([C:14]([O:16][C:17]([CH3:20])([CH3:19])[CH3:18])=[O:15])[CH2:10][CH:9]2[O:21][CH2:22][C:23]2[CH:32]=[C:31]3[C:26]([CH2:27][CH2:28][C:29](=[O:38])[N:30]3[CH2:33][CH2:34][CH2:35][O:36][CH3:37])=[CH:25][CH:24]=2)=[CH:4][CH:3]=1.Br[CH2:40][CH2:41][CH2:42][O:43][C:44]1[C:49]([CH3:50])=[CH:48][CH:47]=[CH:46][C:45]=1[O:51][CH3:52]. (7) Given the product [O:35]1[C:31]2([CH2:36][CH2:37][O:38][CH2:39][CH:30]2[CH2:27][CH:28]=[O:6])[O:32][CH2:33][CH2:34]1, predict the reactants needed to synthesize it. The reactants are: C(C1C(=O)CC[O:6]C1)C=C.C(O)CO.O.C1(C)C=CC(S(O)(=O)=O)=CC=1.[CH2:27]([CH:30]1[CH2:39][O:38][CH2:37][CH2:36][C:31]21[O:35][CH2:34][CH2:33][O:32]2)[CH:28]=C.I([O-])(=O)(=O)=O.[Na+].